From a dataset of Full USPTO retrosynthesis dataset with 1.9M reactions from patents (1976-2016). Predict the reactants needed to synthesize the given product. (1) Given the product [Cl:42][C:6]1[C:5]2[C:10](=[CH:11][C:12]([O:13][CH2:14][CH2:15][CH2:16][N:17]3[CH2:22][CH2:21][CH2:20][CH2:19][CH2:18]3)=[C:3]([O:2][CH3:1])[CH:4]=2)[N:9]=[CH:8][N:7]=1, predict the reactants needed to synthesize it. The reactants are: [CH3:1][O:2][C:3]1[CH:4]=[C:5]2[C:10](=[CH:11][C:12]=1[O:13][CH2:14][CH2:15][CH2:16][N:17]1[CH2:22][CH2:21][CH2:20][CH2:19][CH2:18]1)[N:9]=[CH:8][N:7]=[C:6]2O.C1(C)C=CC=CC=1.CCN(C(C)C)C(C)C.P(Cl)(Cl)([Cl:42])=O. (2) Given the product [CH2:1]([N:3]([CH:4]([CH3:13])[C:5](=[O:6])[C:7]1[CH:12]=[CH:11][CH:10]=[CH:9][CH:8]=1)[S:20]([C:18]1[N:17]=[CH:16][N:15]([CH3:14])[CH:19]=1)(=[O:22])=[O:21])[CH3:2], predict the reactants needed to synthesize it. The reactants are: [CH2:1]([NH:3][CH:4]([CH3:13])[C:5]([C:7]1[CH:12]=[CH:11][CH:10]=[CH:9][CH:8]=1)=[O:6])[CH3:2].[CH3:14][N:15]1[CH:19]=[C:18]([S:20](Cl)(=[O:22])=[O:21])[N:17]=[CH:16]1.CCN(CC)CC. (3) Given the product [ClH:25].[NH2:8][CH2:9][CH2:10][CH2:11][C:12]1[CH:24]=[CH:23][C:15]([O:16][CH2:17][C:18]([O:20][CH2:21][CH3:22])=[O:19])=[CH:14][CH:13]=1, predict the reactants needed to synthesize it. The reactants are: C(OC([NH:8][CH2:9][CH2:10][CH2:11][C:12]1[CH:24]=[CH:23][C:15]([O:16][CH2:17][C:18]([O:20][CH2:21][CH3:22])=[O:19])=[CH:14][CH:13]=1)=O)(C)(C)C.[ClH:25].CCOC(C)=O. (4) Given the product [CH3:1][C:2]1[CH:3]=[CH:4][N:5]2[C:10]=1[C:9](=[O:11])[N:8]([C:12]1[CH:13]=[CH:14][CH:15]=[CH:16][CH:17]=1)[C:7]([C@@H:18]([NH:20][C:21]1[C:22]3[C:29]([S:30][C:31]4[CH:32]=[CH:33][C:34]([NH:37][S:38]([CH3:41])(=[O:40])=[O:39])=[CH:35][CH:36]=4)=[CH:28][NH:27][C:23]=3[N:24]=[CH:25][N:26]=1)[CH3:19])=[N:6]2, predict the reactants needed to synthesize it. The reactants are: [CH3:1][C:2]1[CH:3]=[CH:4][N:5]2[C:10]=1[C:9](=[O:11])[N:8]([C:12]1[CH:17]=[CH:16][CH:15]=[CH:14][CH:13]=1)[C:7]([C@@H:18]([NH:20][C:21]1[C:22]3[C:29]([S:30][C:31]4[CH:36]=[CH:35][C:34]([NH:37][S:38]([CH3:41])(=[O:40])=[O:39])=[CH:33][CH:32]=4)=[CH:28][N:27](COCC[Si](C)(C)C)[C:23]=3[N:24]=[CH:25][N:26]=1)[CH3:19])=[N:6]2.FC(F)(F)C(O)=O.N. (5) Given the product [I:9][C:10]1[CH:11]=[C:12]([C:13]2[NH:17][C:3]([C:2]([F:8])([F:7])[F:1])=[N:5][N:6]=2)[CH:18]=[CH:19][C:20]=1[CH3:21], predict the reactants needed to synthesize it. The reactants are: [F:1][C:2]([F:8])([F:7])[C:3]([NH:5][NH2:6])=O.[I:9][C:10]1[CH:11]=[C:12]([CH:18]=[CH:19][C:20]=1[CH3:21])[C:13](=[NH:17])OCC. (6) The reactants are: [CH3:1][O:2][C:3](=[O:26])[C:4]1[CH:9]=[CH:8][C:7]([O:10][CH2:11][C:12]2[C:13]([C:19]3[CH:24]=[CH:23][C:22]([F:25])=[CH:21][CH:20]=3)=[N:14][O:15][C:16]=2[CH:17]=[O:18])=[N:6][CH:5]=1.[BH4-].[Na+].C(O)(=O)CC(CC(O)=O)(C(O)=O)O.C(OCC)(=O)C. Given the product [CH3:1][O:2][C:3](=[O:26])[C:4]1[CH:9]=[CH:8][C:7]([O:10][CH2:11][C:12]2[C:13]([C:19]3[CH:20]=[CH:21][C:22]([F:25])=[CH:23][CH:24]=3)=[N:14][O:15][C:16]=2[CH2:17][OH:18])=[N:6][CH:5]=1, predict the reactants needed to synthesize it.